This data is from Forward reaction prediction with 1.9M reactions from USPTO patents (1976-2016). The task is: Predict the product of the given reaction. (1) Given the reactants [Cl:1][C:2]1[C:7]([C:8]2[CH:13]=[CH:12][CH:11]=[C:10]([CH2:14][CH3:15])[CH:9]=2)=[C:6]([C@:16]([C@@H:22]2[O:27][CH2:26][CH2:25][N:24](C(OC(C)(C)C)=O)[CH2:23]2)([OH:21])[CH2:17][CH2:18][CH:19]=[CH2:20])[CH:5]=[CH:4][CH:3]=1.Cl.[OH-].[Na+], predict the reaction product. The product is: [Cl:1][C:2]1[C:7]([C:8]2[CH:13]=[CH:12][CH:11]=[C:10]([CH2:14][CH3:15])[CH:9]=2)=[C:6]([C@:16]([C@@H:22]2[O:27][CH2:26][CH2:25][NH:24][CH2:23]2)([OH:21])[CH2:17][CH2:18][CH:19]=[CH2:20])[CH:5]=[CH:4][CH:3]=1. (2) Given the reactants [CH3:1][C:2]([NH:4][C:5]1[CH:6]=[CH:7][C:8]([OH:11])=[CH:9][CH:10]=1)=[O:3].C(N(CC)CC)C.[CH:19]1([N:25]=[C:26]=[O:27])[CH2:24][CH2:23][CH2:22][CH2:21][CH2:20]1, predict the reaction product. The product is: [CH:19]1([NH:25][C:26](=[O:27])[O:11][C:8]2[CH:9]=[CH:10][C:5]([NH:4][C:2](=[O:3])[CH3:1])=[CH:6][CH:7]=2)[CH2:24][CH2:23][CH2:22][CH2:21][CH2:20]1. (3) Given the reactants [CH3:1][O:2][C:3]1[CH:8]=[C:7]([CH3:9])[C:6]([S:10]([N:13]([CH2:15][C:16]2[O:20][CH:19]=[C:18]([C:21](O)=[O:22])[CH:17]=2)[CH3:14])(=[O:12])=[O:11])=[C:5]([CH3:24])[CH:4]=1.CCN=C=NCCCN(C)C.C1C=NC2N(O)N=NC=2C=1.CCN(C(C)C)C(C)C.[CH3:55][C:56]1([CH3:71])[CH2:61][NH:60][C:59]([C:62]2[CH:67]=[CH:66][C:65]([CH2:68][NH:69][CH3:70])=[CH:64][CH:63]=2)=[N:58][CH2:57]1, predict the reaction product. The product is: [CH3:55][C:56]1([CH3:71])[CH2:61][NH:60][C:59]([C:62]2[CH:67]=[CH:66][C:65]([CH2:68][N:69]([CH3:70])[C:21]([C:18]3[CH:17]=[C:16]([CH2:15][N:13]([S:10]([C:6]4[C:7]([CH3:9])=[CH:8][C:3]([O:2][CH3:1])=[CH:4][C:5]=4[CH3:24])(=[O:11])=[O:12])[CH3:14])[O:20][CH:19]=3)=[O:22])=[CH:64][CH:63]=2)=[N:58][CH2:57]1. (4) The product is: [CH3:26][C:24]1[N:23]([CH2:27][C:28]2[CH:29]=[CH:30][C:31]([CH3:34])=[CH:32][CH:33]=2)[N:22]=[C:21]([C:19]2[O:18][N:17]=[C:16]([C:13]3[CH:14]=[CH:15][C:10]([O:4][CH2:3][C:2]([F:6])([F:5])[F:1])=[CH:11][CH:12]=3)[N:20]=2)[CH:25]=1. Given the reactants [F:1][C:2]([F:6])([F:5])[CH2:3][OH:4].[H-].[Na+].I[C:10]1[CH:15]=[CH:14][C:13]([C:16]2[N:20]=[C:19]([C:21]3[CH:25]=[C:24]([CH3:26])[N:23]([CH2:27][C:28]4[CH:33]=[CH:32][C:31]([CH3:34])=[CH:30][CH:29]=4)[N:22]=3)[O:18][N:17]=2)=[CH:12][CH:11]=1.O, predict the reaction product. (5) Given the reactants [NH2:1][C@H:2]([CH3:31])[CH2:3][O:4][C:5]1[CH:14]=[CH:13][CH:12]=[C:11]2[C:6]=1[C:7]([NH:15][C:16]1[CH:21]=[CH:20][C:19]([O:22][CH2:23][C:24]3[CH:29]=[CH:28][CH:27]=[CH:26][N:25]=3)=[C:18]([Cl:30])[CH:17]=1)=[N:8][CH:9]=[N:10]2.[OH:32][C@H:33]1[CH2:38][CH2:37][O:36][C:34]1=[O:35], predict the reaction product. The product is: [Cl:30][C:18]1[CH:17]=[C:16]([NH:15][C:7]2[C:6]3[C:11](=[CH:12][CH:13]=[CH:14][C:5]=3[O:4][CH2:3][C@H:2]([NH:1][C:34](=[O:35])[C@@H:33]([OH:32])[CH2:38][CH2:37][OH:36])[CH3:31])[N:10]=[CH:9][N:8]=2)[CH:21]=[CH:20][C:19]=1[O:22][CH2:23][C:24]1[CH:29]=[CH:28][CH:27]=[CH:26][N:25]=1.